From a dataset of Drug-target binding data from BindingDB using IC50 measurements. Regression. Given a target protein amino acid sequence and a drug SMILES string, predict the binding affinity score between them. We predict pIC50 (pIC50 = -log10(IC50 in M); higher means more potent). Dataset: bindingdb_ic50. (1) The drug is CCCSCC(P(=O)(O)O)P(=O)(O)O. The target protein sequence is MTAFACFPHSLFYSTRLPFFFFFFCVCVHCCLRYLCLLKCAYCCSDKNYFRPLNYFFYCLYLAMASMERFLSVYDEVQAFLLDQLQSKYEIDPNRARYLRIMMDTTCLGGKYFRGMTVVNVAEGFLAVTQHDEATKERILHDACVGGWMIEFLQAHYLVEDDIMDGSVMRRGKPCWYRFPGVTTQCAINDGIILKSWTQIMAWHYFADRPFLKDLLCLFQKVDYATAVGQMYDVTSMCDSNKLDPEVAQPMTTDFAEFTPAIYKRIVKYKTTFYTYLLPLVMGLLVSEAAASVEMNLVERVAHLIGEYFQVQDDVMDCFTPPEQLGKVGTDIEDAKCSWLAVTFLGKANAAQVAEFKANYGEKDPAKVAVVKRLYSKANLQADFAAYEAEVVREVESLIEQLKVKSPTFAESVAVVWEKTHKRKK. The pIC50 is 6.0. (2) The compound is [N-]=[N+]=Nc1ccc(-c2cc(C(=O)O)c3cc(C(=O)c4ccccc4)ccc3n2)cc1. The target protein (O78750) has sequence MAYPMQLGFQDATSPIMEELLHFHDHTLMIVFLISSLVLYIISLMLTTKLTHTSTMDAQEVETIWTILPAIILIMIALPSLRILYMMDEINNPSLTVKTMGHQWYWSYEYTDYEDLSFDSYMIPTSELKPGELRLLEVDNRVVLPMEMTVRMLISSEDVLPSWAVPSLGLKTDAIPGRLNQTTLMSTRPGLFYGQCSEICGSNHSFMPIVLELVPLKYFEKWSASML. The pIC50 is 7.1. (3) The drug is N=c1c(C(=O)NCc2ccco2)cc2c(=O)n3ccccc3nc2n1C1CCCC1. The target protein (Q9HC97) has sequence MNGTYNTCGSSDLTWPPAIKLGFYAYLGVLLVLGLLLNSLALWVFCCRMQQWTETRIYMTNLAVADLCLLCTLPFVLHSLRDTSDTPLCQLSQGIYLTNRYMSISLVTAIAVDRYVAVRHPLRARGLRSPRQAAAVCAVLWVLVIGSLVARWLLGIQEGGFCFRSTRHNFNSMAFPLLGFYLPLAVVVFCSLKVVTALAQRPPTDVGQAEATRKAARMVWANLLVFVVCFLPLHVGLTVRLAVGWNACALLETIRRALYITSKLSDANCCLDAICYYYMAKEFQEASALAVAPSAKAHKSQDSLCVTLA. The pIC50 is 4.5.